From a dataset of Peptide-MHC class I binding affinity with 185,985 pairs from IEDB/IMGT. Regression. Given a peptide amino acid sequence and an MHC pseudo amino acid sequence, predict their binding affinity value. This is MHC class I binding data. (1) The peptide sequence is GVDGGWQAL. The MHC is HLA-A11:01 with pseudo-sequence HLA-A11:01. The binding affinity (normalized) is 0.213. (2) The peptide sequence is KLGDITLFL. The MHC is HLA-A80:01 with pseudo-sequence HLA-A80:01. The binding affinity (normalized) is 0.744. (3) The peptide sequence is FRRRKRMGF. The MHC is HLA-B35:01 with pseudo-sequence HLA-B35:01. The binding affinity (normalized) is 0.0847.